From a dataset of Full USPTO retrosynthesis dataset with 1.9M reactions from patents (1976-2016). Predict the reactants needed to synthesize the given product. (1) Given the product [C:14]([C@@H:9]1[CH2:10][C@H:11]([F:13])[CH2:12][N:8]1[C:6]([O:5][C:1]([CH3:4])([CH3:3])[CH3:2])=[O:7])(=[O:16])[NH2:24], predict the reactants needed to synthesize it. The reactants are: [C:1]([O:5][C:6]([N:8]1[CH2:12][C@@H:11]([F:13])[CH2:10][C@H:9]1[C:14]([OH:16])=O)=[O:7])([CH3:4])([CH3:3])[CH3:2].ClC(OCC)=O.[OH-].[NH4+:24]. (2) Given the product [CH2:1]([NH:5][CH2:6][P:7]([OH:10])([OH:9])=[O:8])[C:2]([OH:4])=[O:3].[CH3:12][CH:11]([OH:3])[CH3:13].[CH2:1]([NH:5][CH2:6][P:7]([OH:10])([OH:9])=[O:8])[C:2]([OH:4])=[O:3], predict the reactants needed to synthesize it. The reactants are: [CH2:1]([NH:5][CH2:6][P:7]([OH:10])([OH:9])=[O:8])[C:2]([OH:4])=[O:3].[CH:11](N)([CH3:13])[CH3:12]. (3) Given the product [F:13][C:8]1[C:9]([CH:11]=[O:12])=[N:10][C:5]([C:16]2[CH:17]=[CH:18][S:14][CH:15]=2)=[CH:6][CH:7]=1, predict the reactants needed to synthesize it. The reactants are: B(O)O.Br[C:5]1[N:10]=[C:9]([CH:11]=[O:12])[C:8]([F:13])=[CH:7][CH:6]=1.[S:14]1[CH:18]=[CH:17][C:16](B(O)O)=[CH:15]1. (4) Given the product [CH3:15][CH:2]1[NH:1][C:10]2[N:9]=[C:8]([CH2:11][CH2:12][CH2:13][NH2:14])[CH:7]=[CH:6][C:5]=2[CH2:4][CH2:3]1, predict the reactants needed to synthesize it. The reactants are: [NH2:1][CH:2]([CH3:15])[CH2:3][CH2:4][C:5]1[CH:6]=[CH:7][C:8]([CH2:11][CH2:12][CH2:13][NH2:14])=[N:9][CH:10]=1.[H-].[Na+]. (5) The reactants are: [O:1]1[CH2:6][CH2:5][CH2:4][CH2:3][CH:2]1[O:7][CH2:8][CH2:9][O:10][CH:11]1[CH2:16][CH2:15][N:14]([C:17]2[CH:22]=[CH:21][C:20]([OH:23])=[CH:19][CH:18]=2)[CH2:13][CH2:12]1.[F:24][C:25]([C:28]1[CH:35]=[CH:34][C:31]([C:32]#[N:33])=[CH:30][C:29]=1F)([F:27])[CH3:26]. Given the product [F:24][C:25]([C:28]1[CH:35]=[CH:34][C:31]([C:32]#[N:33])=[CH:30][C:29]=1[O:23][C:20]1[CH:19]=[CH:18][C:17]([N:14]2[CH2:15][CH2:16][CH:11]([O:10][CH2:9][CH2:8][O:7][CH:2]3[CH2:3][CH2:4][CH2:5][CH2:6][O:1]3)[CH2:12][CH2:13]2)=[CH:22][CH:21]=1)([F:27])[CH3:26], predict the reactants needed to synthesize it. (6) Given the product [CH3:5][O:6][C:7]1[CH:27]=[CH:26][C:10]([CH2:11][N:12]2[C:20]3[C:15](=[CH:16][CH:17]=[C:18]([C:21](=[S:25])[NH:3][OH:1])[CH:19]=3)[CH:14]=[CH:13]2)=[CH:9][CH:8]=1, predict the reactants needed to synthesize it. The reactants are: [OH-:1].[Na+].[NH2:3]O.[CH3:5][O:6][C:7]1[CH:27]=[CH:26][C:10]([CH2:11][N:12]2[C:20]3[C:15](=[CH:16][CH:17]=[C:18]([C:21](=[S:25])OCC)[CH:19]=3)[CH:14]=[CH:13]2)=[CH:9][CH:8]=1. (7) Given the product [NH2:27][S:17]([C:19]1[CH:20]=[CH:21][C:22]([NH:25][C:14]([C:10]2[CH:9]=[C:8]([NH:7][CH:1]3[CH2:2][CH2:3][CH2:4][CH2:5][CH2:6]3)[N:13]=[CH:12][N:11]=2)=[O:16])=[CH:23][CH:24]=1)(=[O:18])=[O:26], predict the reactants needed to synthesize it. The reactants are: [CH:1]1([NH:7][C:8]2[N:13]=[CH:12][N:11]=[C:10]([C:14]([OH:16])=O)[CH:9]=2)[CH2:6][CH2:5][CH2:4][CH2:3][CH2:2]1.[S:17]([NH2:27])(=[O:26])([C:19]1[CH:24]=[CH:23][C:22]([NH2:25])=[CH:21][CH:20]=1)=[O:18]. (8) Given the product [F:1][C:2]1[CH:3]=[C:4]([CH:8]=[CH:9][C:10]=1[O:11][CH3:12])[C:5]([NH2:15])=[O:6], predict the reactants needed to synthesize it. The reactants are: [F:1][C:2]1[CH:3]=[C:4]([CH:8]=[CH:9][C:10]=1[O:11][CH3:12])[C:5](O)=[O:6].C([N:15](CC)CC)C.C(OC(Cl)=O)C(C)C.N. (9) Given the product [CH:18]1([C:16]2[NH:1][C:2]3[C:7](=[O:8])[NH:6][C:5](=[S:9])[N:4]([CH2:10][CH2:11][CH2:12][CH2:13][CH3:14])[C:3]=3[N:15]=2)[CH2:21][CH2:20][CH2:19]1, predict the reactants needed to synthesize it. The reactants are: [NH2:1][C:2]1[C:7](=[O:8])[NH:6][C:5](=[S:9])[N:4]([CH2:10][CH2:11][CH2:12][CH2:13][CH3:14])[C:3]=1[NH:15][C:16]([CH:18]1[CH2:21][CH2:20][CH2:19]1)=O.[OH-].[Na+].